Dataset: Full USPTO retrosynthesis dataset with 1.9M reactions from patents (1976-2016). Task: Predict the reactants needed to synthesize the given product. (1) Given the product [CH:1]1([N:4]([CH2:5][CH3:6])[C:7]2[N:8]=[CH:9][C:10]([CH2:13][N:14]([C:15]3[CH:16]=[CH:17][C:18]([F:21])=[CH:19][CH:20]=3)[C:37](=[O:38])[CH2:36][CH2:35][CH:34]([CH3:40])[CH3:33])=[CH:11][CH:12]=2)[CH2:2][CH2:3]1, predict the reactants needed to synthesize it. The reactants are: [CH:1]1([N:4]([C:7]2[CH:12]=[CH:11][C:10]([CH2:13][NH:14][C:15]3[CH:20]=[CH:19][C:18]([F:21])=[CH:17][CH:16]=3)=[CH:9][N:8]=2)[CH2:5][CH3:6])[CH2:3][CH2:2]1.CN(C)CCCN=C=NCC.[CH3:33][CH:34]([CH3:40])[CH2:35][CH2:36][C:37](O)=[O:38]. (2) Given the product [Cl:43][C:25]1[C:26]([NH:28][C:29]2[CH:34]=[CH:33][C:32]([N:35]3[CH2:40][CH2:39][O:38][CH2:37][CH2:36]3)=[CH:31][C:30]=2[O:41][CH3:42])=[N:27][C:22]([NH:63][C:45]2[C:18]([O:17][CH3:16])=[CH:19][C:7]3[CH2:8][NH:9][CH2:10][CH2:11][N:12]([CH3:13])[C:6]=3[CH:58]=2)=[N:23][CH:24]=1, predict the reactants needed to synthesize it. The reactants are: COC1C(N)=C[C:6]2[N:12]([CH3:13])[CH2:11][CH2:10][CH2:9][NH:8][C:7]=2C=1.[CH3:16][O:17][CH:18](O)[CH3:19].Cl[C:22]1[N:27]=[C:26]([NH:28][C:29]2[CH:34]=[CH:33][C:32]([N:35]3[CH2:40][CH2:39][O:38][CH2:37][CH2:36]3)=[CH:31][C:30]=2[O:41][CH3:42])[C:25]([Cl:43])=[CH:24][N:23]=1.C[C:45]1([CH3:58])[C@]2(CS(O)(=O)=O)C(C[C@H]1CC2)=O.C(=O)([O-])[O-].[NH3:63]. (3) The reactants are: [Br:1][C:2]1[CH:7]=[CH:6][C:5](/[CH:8]=[CH:9]/[CH:10]=[N:11]/N(C)C)=[C:4]([O:15][CH2:16][C:17]#[CH:18])[CH:3]=1.C(C1C=C(C)C=C(C(C)(C)C)C=1O)(C)(C)C. Given the product [Br:1][C:2]1[CH:7]=[CH:6][C:5]2[C:8]3[C:17](=[CH:18][N:11]=[CH:10][CH:9]=3)[CH2:16][O:15][C:4]=2[CH:3]=1, predict the reactants needed to synthesize it.